This data is from NCI-60 drug combinations with 297,098 pairs across 59 cell lines. The task is: Regression. Given two drug SMILES strings and cell line genomic features, predict the synergy score measuring deviation from expected non-interaction effect. (1) Drug 1: CNC(=O)C1=CC=CC=C1SC2=CC3=C(C=C2)C(=NN3)C=CC4=CC=CC=N4. Cell line: BT-549. Synergy scores: CSS=0.467, Synergy_ZIP=0.632, Synergy_Bliss=-0.745, Synergy_Loewe=-0.389, Synergy_HSA=-2.40. Drug 2: C#CCC(CC1=CN=C2C(=N1)C(=NC(=N2)N)N)C3=CC=C(C=C3)C(=O)NC(CCC(=O)O)C(=O)O. (2) Drug 1: COC1=NC(=NC2=C1N=CN2C3C(C(C(O3)CO)O)O)N. Drug 2: C1CN(P(=O)(OC1)NCCCl)CCCl. Cell line: NCI-H522. Synergy scores: CSS=-7.85, Synergy_ZIP=4.70, Synergy_Bliss=-0.00602, Synergy_Loewe=-7.93, Synergy_HSA=-8.71. (3) Drug 1: C1=NC2=C(N=C(N=C2N1C3C(C(C(O3)CO)O)F)Cl)N. Drug 2: C1CNP(=O)(OC1)N(CCCl)CCCl. Cell line: NCIH23. Synergy scores: CSS=0.538, Synergy_ZIP=-1.76, Synergy_Bliss=-3.27, Synergy_Loewe=-12.9, Synergy_HSA=-6.56. (4) Drug 1: C1CCC(C1)C(CC#N)N2C=C(C=N2)C3=C4C=CNC4=NC=N3. Drug 2: C1CCC(CC1)NC(=O)N(CCCl)N=O. Cell line: SF-268. Synergy scores: CSS=25.9, Synergy_ZIP=3.86, Synergy_Bliss=2.53, Synergy_Loewe=-12.0, Synergy_HSA=-0.995. (5) Cell line: CAKI-1. Drug 1: CC12CCC3C(C1CCC2=O)CC(=C)C4=CC(=O)C=CC34C. Synergy scores: CSS=7.40, Synergy_ZIP=-2.00, Synergy_Bliss=-4.48, Synergy_Loewe=-24.4, Synergy_HSA=-3.15. Drug 2: CN(C)C1=NC(=NC(=N1)N(C)C)N(C)C. (6) Drug 1: C1=CC(=CC=C1C#N)C(C2=CC=C(C=C2)C#N)N3C=NC=N3. Drug 2: CC1C(C(CC(O1)OC2CC(CC3=C2C(=C4C(=C3O)C(=O)C5=C(C4=O)C(=CC=C5)OC)O)(C(=O)CO)O)N)O.Cl. Cell line: HOP-92. Synergy scores: CSS=38.7, Synergy_ZIP=4.14, Synergy_Bliss=6.67, Synergy_Loewe=-11.2, Synergy_HSA=4.79. (7) Cell line: MOLT-4. Synergy scores: CSS=35.2, Synergy_ZIP=-3.18, Synergy_Bliss=-9.37, Synergy_Loewe=-25.6, Synergy_HSA=-8.45. Drug 2: CC1=C(C(CCC1)(C)C)C=CC(=CC=CC(=CC(=O)O)C)C. Drug 1: CC1OCC2C(O1)C(C(C(O2)OC3C4COC(=O)C4C(C5=CC6=C(C=C35)OCO6)C7=CC(=C(C(=C7)OC)O)OC)O)O. (8) Drug 1: C1=NC2=C(N1)C(=S)N=C(N2)N. Drug 2: CC1C(C(CC(O1)OC2CC(CC3=C2C(=C4C(=C3O)C(=O)C5=C(C4=O)C(=CC=C5)OC)O)(C(=O)CO)O)N)O.Cl. Cell line: NCI-H460. Synergy scores: CSS=56.0, Synergy_ZIP=-1.03, Synergy_Bliss=-5.31, Synergy_Loewe=-3.44, Synergy_HSA=-2.21.